From a dataset of Forward reaction prediction with 1.9M reactions from USPTO patents (1976-2016). Predict the product of the given reaction. (1) Given the reactants [Cl:1][C:2]1[CH:7]=[CH:6][CH:5]=[CH:4][C:3]=1[C:8]1[C:12]([C:13]2[N:17](COCC[Si](C)(C)C)[CH:16]=[N:15][N:14]=2)=[CH:11][N:10]([C:26]2[C:31]([CH3:32])=[CH:30][N:29]=[C:28]([NH:33][C:34](=[O:37])[O:35][CH3:36])[CH:27]=2)[N:9]=1.C(O)(C(F)(F)F)=O, predict the reaction product. The product is: [Cl:1][C:2]1[CH:7]=[CH:6][CH:5]=[CH:4][C:3]=1[C:8]1[C:12]([C:13]2[NH:17][CH:16]=[N:15][N:14]=2)=[CH:11][N:10]([C:26]2[C:31]([CH3:32])=[CH:30][N:29]=[C:28]([NH:33][C:34](=[O:37])[O:35][CH3:36])[CH:27]=2)[N:9]=1. (2) The product is: [F:14][C:12]1[C:8]2[NH:9][CH:10]=[N:11][C:7]=2[CH:6]=[C:5]([C:3](=[N:2][OH:1])[NH2:4])[CH:13]=1. Given the reactants [OH:1][N:2]=[C:3]([C:5]1[CH:13]=[CH:12][C:8]2[NH:9][CH:10]=[N:11][C:7]=2[CH:6]=1)[NH2:4].[F:14]C1C2NC=NC=2C=C(C#N)C=1, predict the reaction product. (3) The product is: [C:1]([O:5][C:6]([NH:8][C@H:9]([C:13]1[CH:18]=[CH:17][C:16]([O:19][CH2:28][C@H:26]2[CH2:25][O:24][C:23]([CH3:41])([CH3:22])[O:27]2)=[CH:15][CH:14]=1)[C:10]([OH:12])=[O:11])=[O:7])([CH3:4])([CH3:2])[CH3:3]. Given the reactants [C:1]([O:5][C:6]([NH:8][C@H:9]([C:13]1[CH:18]=[CH:17][C:16]([OH:19])=[CH:15][CH:14]=1)[C:10]([OH:12])=[O:11])=[O:7])([CH3:4])([CH3:3])[CH3:2].[H-].[Na+].[CH3:22][C:23]1([CH3:41])[O:27][C@@H:26]([CH2:28]OS(C2C=C(Cl)C=CC=2Cl)(=O)=O)[CH2:25][O:24]1.Cl, predict the reaction product. (4) The product is: [Cl:1][C:2]1[N:7]=[C:6]([C:12]#[C:11][CH2:10][CH2:9][C:13]2[CH:18]=[CH:17][CH:16]=[CH:15][CH:14]=2)[CH:5]=[CH:4][N:3]=1. Given the reactants [Cl:1][C:2]1[N:7]=[C:6](Cl)[CH:5]=[CH:4][N:3]=1.[CH2:9]([C:13]1[CH:18]=[CH:17][CH:16]=[CH:15][CH:14]=1)[CH2:10][C:11]#[CH:12], predict the reaction product. (5) Given the reactants [Si](OC[C:10]1[CH:17]=[CH:16][C:13]([CH:14]=O)=[CH:12][CH:11]=1)(C(C)(C)C)(C)C.C([Mg]Cl)C1C=CC=CC=1.[CH2:27]([O:29]CC)C.[Cl-].[NH4+], predict the reaction product. The product is: [C:13]1([CH2:14][CH2:27][OH:29])[CH:12]=[CH:11][CH:10]=[CH:17][CH:16]=1. (6) Given the reactants [Br:1][C:2]1[CH:10]=[CH:9][CH:8]=[C:7]2[C:3]=1[C:4](=[O:12])C(=O)[NH:6]2.[OH-:13].[Na+].OO, predict the reaction product. The product is: [NH2:6][C:7]1[CH:8]=[CH:9][CH:10]=[C:2]([Br:1])[C:3]=1[C:4]([OH:12])=[O:13]. (7) Given the reactants C(O[C:6]([NH:8][C:9]1[N:14]=[C:13]([CH2:15][CH2:16][O:17][C:18]2[CH:23]=[CH:22][C:21]([CH2:24][C:25]([CH3:32])([CH3:31])[CH2:26][C:27]([O:29][CH3:30])=[O:28])=[CH:20][CH:19]=2)[CH:12]=[CH:11][CH:10]=1)=O)(C)(C)C.[N+]1([O-:39])C=CC=CC=1, predict the reaction product. The product is: [CH3:31][C:25]([CH3:32])([CH2:24][C:21]1[CH:22]=[CH:23][C:18]([O:17][CH2:16][CH2:15][CH2:13][NH:14][C:9]2[CH:10]=[CH:11][CH:12]=[CH:6][N+:8]=2[O-:39])=[CH:19][CH:20]=1)[CH2:26][C:27]([O:29][CH3:30])=[O:28].